Dataset: Peptide-MHC class II binding affinity with 134,281 pairs from IEDB. Task: Regression. Given a peptide amino acid sequence and an MHC pseudo amino acid sequence, predict their binding affinity value. This is MHC class II binding data. The MHC is DRB1_0101 with pseudo-sequence DRB1_0101. The peptide sequence is QLAETIDTICDQCVA. The binding affinity (normalized) is 0.613.